Predict the reactants needed to synthesize the given product. From a dataset of Full USPTO retrosynthesis dataset with 1.9M reactions from patents (1976-2016). Given the product [O:31]=[C:13]1[C@H:12]([CH2:11][C:10]([NH:38][CH2:37][CH2:36][CH2:35][C:34]([F:40])([F:39])[F:33])=[O:32])[CH2:23][CH:22]=[CH:21][CH2:20][CH2:19][C:18](=[O:24])[O:17][C@H:16]([C:25]2[CH:26]=[CH:27][CH:28]=[CH:29][CH:30]=2)[CH2:15][NH:14]1, predict the reactants needed to synthesize it. The reactants are: ClC1N=CC(CN[C:10](=[O:32])[CH2:11][C@@H:12]2[CH2:23][CH:22]=[CH:21][CH2:20][CH2:19][C:18](=[O:24])[O:17][C@H:16]([C:25]3[CH:30]=[CH:29][CH:28]=[CH:27][CH:26]=3)[CH2:15][NH:14][C:13]2=[O:31])=CC=1.[F:33][C:34]([F:40])([F:39])[CH2:35][CH2:36][CH2:37][NH2:38].